This data is from Catalyst prediction with 721,799 reactions and 888 catalyst types from USPTO. The task is: Predict which catalyst facilitates the given reaction. (1) Reactant: Cl.Cl.[CH2:3]([NH:6][C:7]1=[N:8][C:9](=[O:19])[S:10]/[C:11]/1=[CH:12]\[CH:13]1[CH2:18][CH2:17][NH:16][CH2:15][CH2:14]1)[C:4]#[CH:5].C(N(C(C)C)C(C)C)C.F[P-](F)(F)(F)(F)F.N1(OC(N(C)C)=[N+](C)C)C2N=CC=CC=2N=N1.[CH3:53][N:54]1[C:62]2[C:57](=[CH:58][CH:59]=[CH:60][CH:61]=2)[CH:56]=[C:55]1[C:63](O)=[O:64]. Product: [CH3:53][N:54]1[C:62]2[C:57](=[CH:58][CH:59]=[CH:60][CH:61]=2)[CH:56]=[C:55]1[C:63]([N:16]1[CH2:17][CH2:18][CH:13](/[CH:12]=[C:11]2/[C:7]([NH:6][CH2:3][C:4]#[CH:5])=[N:8][C:9](=[O:19])[S:10]/2)[CH2:14][CH2:15]1)=[O:64]. The catalyst class is: 18. (2) Reactant: [Br:1][C:2]1[CH:7]=[CH:6][C:5]([OH:8])=[CH:4][CH:3]=1.[H-].[Na+].Br[C:12]1[C:13]2[CH:29]=[CH:28][C:27]([O:30][CH3:31])=[CH:26][C:14]=2[S:15](=[O:25])[C:16]=1[C:17]1[CH:22]=[CH:21][C:20]([O:23][CH3:24])=[CH:19][CH:18]=1. Product: [Br:1][C:2]1[CH:7]=[CH:6][C:5]([O:8][C:12]2[C:13]3[CH:29]=[CH:28][C:27]([O:30][CH3:31])=[CH:26][C:14]=3[S:15](=[O:25])[C:16]=2[C:17]2[CH:22]=[CH:21][C:20]([O:23][CH3:24])=[CH:19][CH:18]=2)=[CH:4][CH:3]=1. The catalyst class is: 3. (3) Reactant: [Cl:1][C:2]1[CH:3]=[C:4]([C:12]2[S:16][C:15]([N:17]3[CH:33]=[C:20]4[CH2:21][N:22]([CH2:25][CH2:26][CH2:27][C:28]([O:30]CC)=[O:29])[CH2:23][CH2:24][C:19]4=[N:18]3)=[N:14][N:13]=2)[CH:5]=[CH:6][C:7]=1[O:8][CH:9]([CH3:11])[CH3:10].O.[Li+].[OH-].CCOC(C)=O. Product: [Cl:1][C:2]1[CH:3]=[C:4]([C:12]2[S:16][C:15]([N:17]3[CH:33]=[C:20]4[CH2:21][N:22]([CH2:25][CH2:26][CH2:27][C:28]([OH:30])=[O:29])[CH2:23][CH2:24][C:19]4=[N:18]3)=[N:14][N:13]=2)[CH:5]=[CH:6][C:7]=1[O:8][CH:9]([CH3:10])[CH3:11]. The catalyst class is: 1. (4) Reactant: [F:1][C:2]([F:34])([F:33])[O:3][C:4]1[CH:9]=[CH:8][CH:7]=[CH:6][C:5]=1[NH:10][C:11](=[O:32])[NH:12][C:13]1[CH:18]=[CH:17][C:16]([C:19]2[N:23]3[CH:24]=[CH:25][N:26]=[C:27]([C:28]([O:30]C)=[O:29])[C:22]3=[N:21][N:20]=2)=[CH:15][CH:14]=1.C[Si](C)(C)[O-].[K+].Cl. Product: [F:34][C:2]([F:1])([F:33])[O:3][C:4]1[CH:9]=[CH:8][CH:7]=[CH:6][C:5]=1[NH:10][C:11](=[O:32])[NH:12][C:13]1[CH:14]=[CH:15][C:16]([C:19]2[N:23]3[CH:24]=[CH:25][N:26]=[C:27]([C:28]([OH:30])=[O:29])[C:22]3=[N:21][N:20]=2)=[CH:17][CH:18]=1. The catalyst class is: 49. (5) The catalyst class is: 204. Product: [C:1]([O:5][CH2:6][CH2:7][N:8]1[CH2:13][CH2:12][CH:11]([CH2:14][CH2:15][O:16][C:17]2[CH:26]=[C:25]3[C:20]([C:21]([NH:27][C:28]4[CH:32]=[C:31]([CH2:33][C:34]([NH:43][C:42]5[CH:44]=[CH:45][CH:46]=[C:40]([F:39])[CH:41]=5)=[O:36])[NH:30][N:29]=4)=[N:22][CH:23]=[N:24]3)=[CH:19][C:18]=2[O:37][CH3:38])[CH2:10][CH2:9]1)([CH3:4])([CH3:2])[CH3:3]. Reactant: [C:1]([O:5][CH2:6][CH2:7][N:8]1[CH2:13][CH2:12][CH:11]([CH2:14][CH2:15][O:16][C:17]2[CH:26]=[C:25]3[C:20]([C:21]([NH:27][C:28]4[CH:32]=[C:31]([CH2:33][C:34]([OH:36])=O)[NH:30][N:29]=4)=[N:22][CH:23]=[N:24]3)=[CH:19][C:18]=2[O:37][CH3:38])[CH2:10][CH2:9]1)([CH3:4])([CH3:3])[CH3:2].[F:39][C:40]1[CH:41]=[C:42]([CH:44]=[CH:45][CH:46]=1)[NH2:43].Cl.CN(C)CCCN=C=NCC.OC1C=CC=C[N+]=1[O-]. (6) Reactant: Br[C:2]1[CH:7]=[CH:6][C:5]([C:8]2[N:12]([CH2:13][C@@H:14]3[CH2:18][CH2:17][N:16]([C:19]([CH:21]4[CH2:23][CH2:22]4)=[O:20])[CH2:15]3)[C:11]3[CH:24]=[CH:25][CH:26]=[CH:27][C:10]=3[N:9]=2)=[CH:4][CH:3]=1.[NH:28]1[C:36]2[C:31](=[CH:32][C:33](B(O)O)=[CH:34][CH:35]=2)[CH:30]=[CH:29]1.C(=O)([O-])[O-].[Na+].[Na+].O. Product: [CH:21]1([C:19]([N:16]2[CH2:17][CH2:18][C@@H:14]([CH2:13][N:12]3[C:11]4[CH:24]=[CH:25][CH:26]=[CH:27][C:10]=4[N:9]=[C:8]3[C:5]3[CH:6]=[CH:7][C:2]([C:33]4[CH:32]=[C:31]5[C:36](=[CH:35][CH:34]=4)[NH:28][CH:29]=[CH:30]5)=[CH:3][CH:4]=3)[CH2:15]2)=[O:20])[CH2:23][CH2:22]1. The catalyst class is: 3.